The task is: Regression. Given two drug SMILES strings and cell line genomic features, predict the synergy score measuring deviation from expected non-interaction effect.. This data is from NCI-60 drug combinations with 297,098 pairs across 59 cell lines. (1) Drug 1: C1CNP(=O)(OC1)N(CCCl)CCCl. Drug 2: CC1(CCCN1)C2=NC3=C(C=CC=C3N2)C(=O)N. Cell line: HT29. Synergy scores: CSS=-0.395, Synergy_ZIP=8.21, Synergy_Bliss=12.0, Synergy_Loewe=5.92, Synergy_HSA=4.30. (2) Synergy scores: CSS=-11.3, Synergy_ZIP=-4.55, Synergy_Bliss=-24.3, Synergy_Loewe=-29.1, Synergy_HSA=-26.5. Drug 1: C1=CC(=CC=C1CCC2=CNC3=C2C(=O)NC(=N3)N)C(=O)NC(CCC(=O)O)C(=O)O. Drug 2: CC1CCC2CC(C(=CC=CC=CC(CC(C(=O)C(C(C(=CC(C(=O)CC(OC(=O)C3CCCCN3C(=O)C(=O)C1(O2)O)C(C)CC4CCC(C(C4)OC)OCCO)C)C)O)OC)C)C)C)OC. Cell line: SK-MEL-2. (3) Drug 1: C1=CC(=CC=C1C#N)C(C2=CC=C(C=C2)C#N)N3C=NC=N3. Drug 2: CCCCC(=O)OCC(=O)C1(CC(C2=C(C1)C(=C3C(=C2O)C(=O)C4=C(C3=O)C=CC=C4OC)O)OC5CC(C(C(O5)C)O)NC(=O)C(F)(F)F)O. Cell line: SK-MEL-28. Synergy scores: CSS=46.0, Synergy_ZIP=1.91, Synergy_Bliss=-0.655, Synergy_Loewe=-3.78, Synergy_HSA=-1.71. (4) Drug 1: CC1=C(C=C(C=C1)C(=O)NC2=CC(=CC(=C2)C(F)(F)F)N3C=C(N=C3)C)NC4=NC=CC(=N4)C5=CN=CC=C5. Cell line: HL-60(TB). Drug 2: C1CN(P(=O)(OC1)NCCCl)CCCl. Synergy scores: CSS=-0.769, Synergy_ZIP=1.55, Synergy_Bliss=2.99, Synergy_Loewe=0.824, Synergy_HSA=-0.977. (5) Drug 1: C1=CN(C(=O)N=C1N)C2C(C(C(O2)CO)O)O.Cl. Drug 2: C1CNP(=O)(OC1)N(CCCl)CCCl. Cell line: HCC-2998. Synergy scores: CSS=41.0, Synergy_ZIP=2.92, Synergy_Bliss=3.26, Synergy_Loewe=-20.0, Synergy_HSA=3.68. (6) Drug 1: CC1=CC=C(C=C1)C2=CC(=NN2C3=CC=C(C=C3)S(=O)(=O)N)C(F)(F)F. Drug 2: CN(CCCl)CCCl.Cl. Cell line: MALME-3M. Synergy scores: CSS=4.54, Synergy_ZIP=-2.91, Synergy_Bliss=-0.618, Synergy_Loewe=-7.87, Synergy_HSA=-2.52.